This data is from Catalyst prediction with 721,799 reactions and 888 catalyst types from USPTO. The task is: Predict which catalyst facilitates the given reaction. (1) Reactant: [CH3:1][O:2][N:3]=[CH:4][C@@H:5]1[CH2:8][C:7](=[O:9])[N:6]1[Si:10]([C:23]([CH3:26])([CH3:25])[CH3:24])([C:17]1[CH:22]=[CH:21][CH:20]=[CH:19][CH:18]=1)[C:11]1[CH:16]=[CH:15][CH:14]=[CH:13][CH:12]=1.C([N-]C(C)C)(C)C.[Li+].[C:35]([O:39][C:40](=[O:59])[N:41]([C:51]1[CH:56]=[C:55]([CH2:57]Br)[CH:54]=[CH:53][N:52]=1)[CH2:42][C:43]1[CH:48]=[CH:47][C:46]([O:49][CH3:50])=[CH:45][CH:44]=1)([CH3:38])([CH3:37])[CH3:36]. Product: [C:35]([O:39][C:40](=[O:59])[N:41]([C:51]1[CH:56]=[C:55]([CH2:57][C@H:8]2[C:7](=[O:9])[N:6]([Si:10]([C:23]([CH3:26])([CH3:25])[CH3:24])([C:11]3[CH:16]=[CH:15][CH:14]=[CH:13][CH:12]=3)[C:17]3[CH:22]=[CH:21][CH:20]=[CH:19][CH:18]=3)[C@@H:5]2[CH:4]=[N:3][O:2][CH3:1])[CH:54]=[CH:53][N:52]=1)[CH2:42][C:43]1[CH:44]=[CH:45][C:46]([O:49][CH3:50])=[CH:47][CH:48]=1)([CH3:38])([CH3:37])[CH3:36]. The catalyst class is: 7. (2) Reactant: [CH3:1][O:2][C:3]([C:5]1[O:6][C:7]([C:9]2[C:14]([C:15]=1[C:16]1[CH:21]=[CH:20][CH:19]=[CH:18][CH:17]=1)=[CH:13][C:12]([Br:22])=[CH:11][CH:10]=2)=O)=[O:4].[CH3:23][O:24][C:25](=[O:36])[CH2:26][CH2:27][C:28]1[CH:33]=[CH:32][C:31]([CH2:34][NH2:35])=[CH:30][CH:29]=1. Product: [CH3:1][O:2][C:3]([C:5]1[N:35]([CH2:34][C:31]2[CH:32]=[CH:33][C:28]([CH2:27][CH2:26][C:25]([O:24][CH3:23])=[O:36])=[CH:29][CH:30]=2)[C:7](=[O:6])[C:9]2[C:14]([C:15]=1[C:16]1[CH:21]=[CH:20][CH:19]=[CH:18][CH:17]=1)=[CH:13][C:12]([Br:22])=[CH:11][CH:10]=2)=[O:4]. The catalyst class is: 5. (3) Reactant: [C:1]([C:5]1[CH:13]=[CH:12][C:8]([C:9](O)=[O:10])=[CH:7][C:6]=1[N+:14]([O-:16])=[O:15])([CH3:4])([CH3:3])[CH3:2].OC1C2N=N[NH:23]C=2C=CC=1.C1(N=C=NC2CCCCC2)CCCCC1.N.CC(O)C.C([O-])(O)=O.[Na+]. Product: [C:1]([C:5]1[CH:13]=[CH:12][C:8]([C:9]([NH2:23])=[O:10])=[CH:7][C:6]=1[N+:14]([O-:16])=[O:15])([CH3:4])([CH3:3])[CH3:2]. The catalyst class is: 4. (4) Reactant: [Cl:1][C:2]1[C:7]([C:8]2[C:9](=[O:25])[N:10]([CH2:23][CH3:24])[C:11]3[C:16]([CH:17]=2)=[CH:15][N:14]=[C:13]([NH:18][CH2:19][CH2:20][O:21][CH3:22])[CH:12]=3)=[CH:6][C:5]([NH:26][C:27]([NH:29][C:30]2[CH:35]=[CH:34][C:33]([F:36])=[CH:32][CH:31]=2)=[O:28])=[C:4]([F:37])[CH:3]=1.[CH3:38][S:39]([OH:42])(=[O:41])=[O:40]. Product: [CH3:38][S:39]([OH:42])(=[O:41])=[O:40].[Cl:1][C:2]1[C:7]([C:8]2[C:9](=[O:25])[N:10]([CH2:23][CH3:24])[C:11]3[C:16]([CH:17]=2)=[CH:15][N:14]=[C:13]([NH:18][CH2:19][CH2:20][O:21][CH3:22])[CH:12]=3)=[CH:6][C:5]([NH:26][C:27]([NH:29][C:30]2[CH:35]=[CH:34][C:33]([F:36])=[CH:32][CH:31]=2)=[O:28])=[C:4]([F:37])[CH:3]=1. The catalyst class is: 23. (5) Reactant: C(OC([N:8]1[CH2:12][CH2:11][CH2:10][C@@H:9]1[C:13]1[CH:18]=[CH:17][CH:16]=[C:15]([C:19]([O:21][CH3:22])=[O:20])[CH:14]=1)=O)(C)(C)C.[ClH:23].O1CCOCC1. Product: [ClH:23].[CH3:22][O:21][C:19](=[O:20])[C:15]1[CH:16]=[CH:17][CH:18]=[C:13]([C@H:9]2[CH2:10][CH2:11][CH2:12][NH:8]2)[CH:14]=1. The catalyst class is: 2.